From a dataset of Reaction yield outcomes from USPTO patents with 853,638 reactions. Predict the reaction yield, written as a fraction of the theoretical maximum amount of product (1.0 means a 100% yield; for example, 0.34 means a 34% yield). (1) The reactants are [C:1]([C:3]1[CH:4]=[C:5]([C:13]2[S:17][N:16]=[C:15]([C:18]3[CH:26]=[CH:25][CH:24]=[C:23]4[C:19]=3[CH2:20][CH2:21][C@@H:22]4[NH:27][S:28]([CH2:31][C:32](OC)=[O:33])(=[O:30])=[O:29])[N:14]=2)[CH:6]=[CH:7][C:8]=1[O:9][CH:10]([CH3:12])[CH3:11])#[N:2].[BH4-].[Na+].CO. The catalyst is C1COCC1. The product is [C:1]([C:3]1[CH:4]=[C:5]([C:13]2[S:17][N:16]=[C:15]([C:18]3[CH:26]=[CH:25][CH:24]=[C:23]4[C:19]=3[CH2:20][CH2:21][C@@H:22]4[NH:27][S:28]([CH2:31][CH2:32][OH:33])(=[O:29])=[O:30])[N:14]=2)[CH:6]=[CH:7][C:8]=1[O:9][CH:10]([CH3:12])[CH3:11])#[N:2]. The yield is 0.700. (2) The reactants are [NH2:1][C:2]1[N:7]=[CH:6][N:5]=[C:4]2[N:8]([C@@H:25]3[CH2:30][CH2:29][CH2:28][N:27](C(OC(C)(C)C)=O)[CH2:26]3)[N:9]=[C:10]([C:11]3[CH:16]=[CH:15][C:14]([O:17][C:18]4[CH:23]=[CH:22][CH:21]=[C:20]([F:24])[CH:19]=4)=[CH:13][CH:12]=3)[C:3]=12.FC(F)(F)C(O)=O. The catalyst is ClCCl. The product is [F:24][C:20]1[CH:19]=[C:18]([CH:23]=[CH:22][CH:21]=1)[O:17][C:14]1[CH:15]=[CH:16][C:11]([C:10]2[C:3]3[C:4](=[N:5][CH:6]=[N:7][C:2]=3[NH2:1])[N:8]([C@@H:25]3[CH2:30][CH2:29][CH2:28][NH:27][CH2:26]3)[N:9]=2)=[CH:12][CH:13]=1. The yield is 0.860. (3) The reactants are [CH3:1][C:2]1[C:6]2[CH:7]=[CH:8][CH:9]=[CH:10][C:5]=2[S:4][CH:3]=1.C([Li])CCC.[CH2:16]([N:19]1[CH2:24][CH2:23][C:22](=[O:25])[CH2:21][CH2:20]1)[CH:17]=[CH2:18]. The catalyst is O1CCCC1.[Cl-].[Na+].O. The product is [OH:25][C:22]1([C:3]2[S:4][C:5]3[CH:10]=[CH:9][CH:8]=[CH:7][C:6]=3[C:2]=2[CH3:1])[CH2:23][CH2:24][N:19]([CH2:16][CH:17]=[CH2:18])[CH2:20][CH2:21]1. The yield is 0.830. (4) The reactants are [Cl:1][C:2]1[CH:7]=[C:6]([Cl:8])[CH:5]=[CH:4][C:3]=1[S:9]([NH:12][C@@H:13]([CH2:41][OH:42])[C:14]([N:16]1[CH2:21][CH2:20][N:19]([C:22]([C@@H:24]([NH:29][C:30]([C:32]2[S:33][C:34]3[CH:40]=[CH:39][CH:38]=[CH:37][C:35]=3[CH:36]=2)=[O:31])[CH2:25][CH:26]([CH3:28])[CH3:27])=[O:23])[CH2:18][CH2:17]1)=[O:15])(=[O:11])=[O:10].S(OC)(O[CH3:47])(=O)=O.C(=O)([O-])[O-].[K+].[K+].C(OCC)(=O)C. The catalyst is CC#N.CCCCCC. The product is [Cl:1][C:2]1[CH:7]=[C:6]([Cl:8])[CH:5]=[CH:4][C:3]=1[S:9]([N:12]([CH3:47])[C@@H:13]([CH2:41][OH:42])[C:14]([N:16]1[CH2:21][CH2:20][N:19]([C:22]([C@@H:24]([NH:29][C:30]([C:32]2[S:33][C:34]3[CH:40]=[CH:39][CH:38]=[CH:37][C:35]=3[CH:36]=2)=[O:31])[CH2:25][CH:26]([CH3:28])[CH3:27])=[O:23])[CH2:18][CH2:17]1)=[O:15])(=[O:10])=[O:11]. The yield is 0.860.